From a dataset of NCI-60 drug combinations with 297,098 pairs across 59 cell lines. Regression. Given two drug SMILES strings and cell line genomic features, predict the synergy score measuring deviation from expected non-interaction effect. (1) Drug 1: C1CC(=O)NC(=O)C1N2CC3=C(C2=O)C=CC=C3N. Drug 2: C1=C(C(=O)NC(=O)N1)N(CCCl)CCCl. Cell line: SN12C. Synergy scores: CSS=39.2, Synergy_ZIP=-7.02, Synergy_Bliss=-0.512, Synergy_Loewe=-3.00, Synergy_HSA=2.59. (2) Drug 1: CC1C(C(CC(O1)OC2CC(CC3=C2C(=C4C(=C3O)C(=O)C5=C(C4=O)C(=CC=C5)OC)O)(C(=O)C)O)N)O.Cl. Drug 2: CC1=C(C(=CC=C1)Cl)NC(=O)C2=CN=C(S2)NC3=CC(=NC(=N3)C)N4CCN(CC4)CCO. Cell line: RXF 393. Synergy scores: CSS=18.2, Synergy_ZIP=-1.15, Synergy_Bliss=3.18, Synergy_Loewe=-0.385, Synergy_HSA=5.53. (3) Drug 1: C1CN1C2=NC(=NC(=N2)N3CC3)N4CC4. Drug 2: CC12CCC3C(C1CCC2=O)CC(=C)C4=CC(=O)C=CC34C. Cell line: SK-OV-3. Synergy scores: CSS=22.6, Synergy_ZIP=-4.00, Synergy_Bliss=-2.47, Synergy_Loewe=-1.78, Synergy_HSA=-1.75. (4) Drug 1: CC(CN1CC(=O)NC(=O)C1)N2CC(=O)NC(=O)C2. Drug 2: C1=NC2=C(N=C(N=C2N1C3C(C(C(O3)CO)O)O)F)N. Cell line: HCC-2998. Synergy scores: CSS=15.4, Synergy_ZIP=-10.4, Synergy_Bliss=-9.60, Synergy_Loewe=-13.8, Synergy_HSA=-8.81.